Dataset: Catalyst prediction with 721,799 reactions and 888 catalyst types from USPTO. Task: Predict which catalyst facilitates the given reaction. (1) Reactant: [O:1]1[C:5]2([CH2:10][CH2:9][CH:8]([OH:11])[CH2:7][CH2:6]2)[O:4][CH2:3][CH2:2]1.[H-].[Na+].[CH2:14](Br)[C:15]1[CH:20]=[CH:19][CH:18]=[CH:17][CH:16]=1.O. Product: [CH2:14]([O:11][CH:8]1[CH2:9][CH2:10][C:5]2([O:4][CH2:3][CH2:2][O:1]2)[CH2:6][CH2:7]1)[C:15]1[CH:20]=[CH:19][CH:18]=[CH:17][CH:16]=1. The catalyst class is: 31. (2) Reactant: [CH3:1][N:2]1[CH2:7][CH2:6][CH:5]([C:8]2[CH:16]=[CH:15][C:11]([C:12]([OH:14])=O)=[CH:10][CH:9]=2)[CH2:4][CH2:3]1.CCN=C=NCCCN(C)C.C1C=CC2N(O)N=NC=2C=1.CCN(C(C)C)C(C)C.Cl.Cl.[CH:49]1([CH2:57][NH:58][C:59]([N:61]2[CH2:69][C:68]3[CH:67]=[CH:66][N:65]=[CH:64][C:63]=3[CH2:62]2)=[O:60])[C:51]2([CH2:56][CH2:55][NH:54][CH2:53][CH2:52]2)[CH2:50]1. Product: [CH3:1][N:2]1[CH2:3][CH2:4][CH:5]([C:8]2[CH:9]=[CH:10][C:11]([C:12]([N:54]3[CH2:55][CH2:56][C:51]4([CH:49]([CH2:57][NH:58][C:59]([N:61]5[CH2:69][C:68]6[CH:67]=[CH:66][N:65]=[CH:64][C:63]=6[CH2:62]5)=[O:60])[CH2:50]4)[CH2:52][CH2:53]3)=[O:14])=[CH:15][CH:16]=2)[CH2:6][CH2:7]1. The catalyst class is: 18.